Dataset: Full USPTO retrosynthesis dataset with 1.9M reactions from patents (1976-2016). Task: Predict the reactants needed to synthesize the given product. (1) Given the product [OH:1][C:2]1[C:10]2[O:9][C:8]([C:11]([O:13][CH3:23])=[O:12])=[CH:7][C:6]=2[CH:5]=[C:4]([N+:14]([O-:16])=[O:15])[CH:3]=1, predict the reactants needed to synthesize it. The reactants are: [OH:1][C:2]1[C:10]2[O:9][C:8]([C:11]([OH:13])=[O:12])=[CH:7][C:6]=2[CH:5]=[C:4]([N+:14]([O-:16])=[O:15])[CH:3]=1.S(=O)(=O)(O)O.O.[CH3:23]O. (2) Given the product [Cl:9][C:10]1[N:18]=[C:17]2[C:13]([N:14]=[CH:15][N:16]2[CH2:19][O:20][CH2:21][CH2:22][Si:23]([CH3:24])([CH3:25])[CH3:26])=[C:12]([C:27]2[N:40]3[CH:41]=[CH:42][CH:43]=[C:44]([CH3:45])[C:39]3=[N:38][CH:28]=2)[N:11]=1, predict the reactants needed to synthesize it. The reactants are: BrN1C(=O)CCC1=O.[Cl:9][C:10]1[N:18]=[C:17]2[C:13]([N:14]=[CH:15][N:16]2[CH2:19][O:20][CH2:21][CH2:22][Si:23]([CH3:26])([CH3:25])[CH3:24])=[C:12](/[CH:27]=[CH:28]/OCC)[N:11]=1.O1CCOCC1.[NH2:38][C:39]1[C:44]([CH3:45])=[CH:43][CH:42]=[CH:41][N:40]=1.